From a dataset of NCI-60 drug combinations with 297,098 pairs across 59 cell lines. Regression. Given two drug SMILES strings and cell line genomic features, predict the synergy score measuring deviation from expected non-interaction effect. (1) Drug 1: C1C(C(OC1N2C=C(C(=O)NC2=O)F)CO)O. Drug 2: C1CC(C1)(C(=O)O)C(=O)O.[NH2-].[NH2-].[Pt+2]. Cell line: NCI-H460. Synergy scores: CSS=57.7, Synergy_ZIP=-2.58, Synergy_Bliss=-2.00, Synergy_Loewe=-30.5, Synergy_HSA=0.350. (2) Drug 1: COC1=C(C=C2C(=C1)N=CN=C2NC3=CC(=C(C=C3)F)Cl)OCCCN4CCOCC4. Drug 2: C1=NC2=C(N1)C(=S)N=C(N2)N. Cell line: KM12. Synergy scores: CSS=53.3, Synergy_ZIP=-2.81, Synergy_Bliss=-0.392, Synergy_Loewe=4.38, Synergy_HSA=5.29. (3) Drug 1: CC1=CC2C(CCC3(C2CCC3(C(=O)C)OC(=O)C)C)C4(C1=CC(=O)CC4)C. Drug 2: CC12CCC3C(C1CCC2OP(=O)(O)O)CCC4=C3C=CC(=C4)OC(=O)N(CCCl)CCCl.[Na+]. Cell line: U251. Synergy scores: CSS=-3.73, Synergy_ZIP=-2.45, Synergy_Bliss=-9.82, Synergy_Loewe=-8.87, Synergy_HSA=-9.07. (4) Drug 1: C1=CC(=CC=C1C#N)C(C2=CC=C(C=C2)C#N)N3C=NC=N3. Drug 2: CCC1(C2=C(COC1=O)C(=O)N3CC4=CC5=C(C=CC(=C5CN(C)C)O)N=C4C3=C2)O.Cl. Cell line: PC-3. Synergy scores: CSS=19.6, Synergy_ZIP=-5.03, Synergy_Bliss=-5.78, Synergy_Loewe=-5.80, Synergy_HSA=0.476.